Dataset: Full USPTO retrosynthesis dataset with 1.9M reactions from patents (1976-2016). Task: Predict the reactants needed to synthesize the given product. Given the product [Cl:9][CH2:10][C:11]1[N:1]=[C:2]2[S:3][C:4]([CH3:8])=[C:5]([CH3:7])[N:6]2[C:13](=[O:14])[CH:12]=1, predict the reactants needed to synthesize it. The reactants are: [NH2:1][C:2]1[S:3][C:4]([CH3:8])=[C:5]([CH3:7])[N:6]=1.[Cl:9][CH2:10][C:11](=O)[CH2:12][C:13](OCC)=[O:14].